This data is from Reaction yield outcomes from USPTO patents with 853,638 reactions. The task is: Predict the reaction yield, written as a fraction of the theoretical maximum amount of product (1.0 means a 100% yield; for example, 0.34 means a 34% yield). (1) The reactants are [Br:1]Br.[OH:3][C:4]1[CH:9]=[C:8]([O:10][CH3:11])[CH:7]=[CH:6][C:5]=1[C:12](=[O:21])[CH2:13][C:14]1[CH:19]=[CH:18][C:17]([OH:20])=[CH:16][CH:15]=1.C(=O)(O)[O-].[Na+]. The catalyst is C(O)(=O)C. The product is [Br:1][C:7]1[C:8]([O:10][CH3:11])=[CH:9][C:4]([OH:3])=[C:5]([C:12](=[O:21])[CH2:13][C:14]2[CH:19]=[CH:18][C:17]([OH:20])=[CH:16][CH:15]=2)[CH:6]=1. The yield is 0.180. (2) The catalyst is CC#N.CN(C1C=CN=CC=1)C. The product is [C:19]([O:22][C:23]([NH:1][C:2]1[S:6][C:5]([C:7]2[CH:12]=[CH:11][CH:10]=[CH:9][CH:8]=2)=[N:4][C:3]=1[C:13]([O:15][CH2:16][CH3:17])=[O:14])=[O:24])([CH3:21])([CH3:20])[CH3:18]. The yield is 0.950. The reactants are [NH2:1][C:2]1[S:6][C:5]([C:7]2[CH:12]=[CH:11][CH:10]=[CH:9][CH:8]=2)=[N:4][C:3]=1[C:13]([O:15][CH2:16][CH3:17])=[O:14].[CH3:18][C:19]([O:22][C:23](O[C:23]([O:22][C:19]([CH3:21])([CH3:20])[CH3:18])=[O:24])=[O:24])([CH3:21])[CH3:20]. (3) The reactants are [Cl:1][C:2]1[C:7]([F:8])=[CH:6][C:5]([C:9]2[C:18]3[C:13](=[CH:14][C:15]([S:19](OC4C(F)=C(F)C(F)=C(F)C=4F)(=[O:21])=[O:20])=[CH:16][CH:17]=3)[CH:12]=[CH:11][N:10]=2)=[C:4]([O:34][CH3:35])[CH:3]=1.[S:36]1[CH:40]=[N:39][N:38]=[C:37]1[NH2:41].C(=O)([O-])[O-].[Cs+].[Cs+].C(#N)C. The catalyst is CCOC(C)=O.Cl. The product is [Cl:1][C:2]1[C:7]([F:8])=[CH:6][C:5]([C:9]2[C:18]3[C:13](=[CH:14][C:15]([S:19]([NH:41][C:37]4[S:36][CH:40]=[N:39][N:38]=4)(=[O:21])=[O:20])=[CH:16][CH:17]=3)[CH:12]=[CH:11][N:10]=2)=[C:4]([O:34][CH3:35])[CH:3]=1. The yield is 0.607. (4) The reactants are [F:1][C:2]1[C:3]([N:17]=[CH:18][N:19](C)C)=[N:4][C:5]([O:8][CH2:9][C:10]2[CH:15]=[CH:14][C:13]([F:16])=[CH:12][CH:11]=2)=[N:6][CH:7]=1.Cl.N[OH:24]. The catalyst is CCO. The product is [F:1][C:2]1[C:3]([NH:17][CH:18]=[N:19][OH:24])=[N:4][C:5]([O:8][CH2:9][C:10]2[CH:15]=[CH:14][C:13]([F:16])=[CH:12][CH:11]=2)=[N:6][CH:7]=1. The yield is 0.940.